Task: Predict the reactants needed to synthesize the given product.. Dataset: Full USPTO retrosynthesis dataset with 1.9M reactions from patents (1976-2016) (1) Given the product [I:12][C:8]1[CH:7]=[C:6]([CH:11]=[CH:10][CH:9]=1)[C:5]([NH:4][CH2:3][C:2](=[O:1])[CH3:14])=[O:13], predict the reactants needed to synthesize it. The reactants are: [OH:1][CH:2]([CH3:14])[CH2:3][NH:4][C:5](=[O:13])[C:6]1[CH:11]=[CH:10][CH:9]=[C:8]([I:12])[CH:7]=1.CC(OI1(OC(C)=O)(OC(C)=O)OC(=O)C2C=CC=CC1=2)=O.C(=O)(O)[O-].[Na+]. (2) The reactants are: [Cl:1][C:2]1[CH:3]=[C:4]([F:13])[C:5]([NH2:12])=[C:6]2[C:10]=1[O:9][C:8]([CH3:11])=[CH:7]2.C(N(CC)CC)C.[C:21](Cl)(Cl)=[S:22]. Given the product [Cl:1][C:2]1[C:10]2[O:9][C:8]([CH3:11])=[CH:7][C:6]=2[C:5]([N:12]=[C:21]=[S:22])=[C:4]([F:13])[CH:3]=1, predict the reactants needed to synthesize it. (3) Given the product [Br:1][C:2]1[CH:3]=[C:4]([N:8]2[CH:12]=[CH:11][C:10]([CH2:13][CH2:14][C:15]3[CH:19]=[CH:18][N:17]([C:20]4[CH:21]=[C:22]([CH:23]=[CH:24][CH:25]=4)[NH:26][C:30]4[CH:31]=[CH:32][CH:33]=[CH:34][CH:35]=4)[N:16]=3)=[N:9]2)[CH:5]=[CH:6][CH:7]=1, predict the reactants needed to synthesize it. The reactants are: [Br:1][C:2]1[CH:3]=[C:4]([N:8]2[CH:12]=[CH:11][C:10]([CH2:13][CH2:14][C:15]3[CH:19]=[CH:18][N:17]([C:20]4[CH:21]=[C:22]([N:26]([C:30]5[CH:35]=[CH:34][CH:33]=[CH:32][CH:31]=5)C(=O)C)[CH:23]=[CH:24][CH:25]=4)[N:16]=3)=[N:9]2)[CH:5]=[CH:6][CH:7]=1.[OH-].[K+].CCO. (4) Given the product [NH:17]1[CH2:18][CH2:19][CH2:20][CH:15]([O:14][C:10]2[CH:9]=[N:8][CH:13]=[CH:12][CH:11]=2)[CH2:16]1, predict the reactants needed to synthesize it. The reactants are: C(OC([N:8]1[CH2:13][CH2:12][CH2:11][CH:10]([O:14][C:15]2[CH:16]=[N:17][CH:18]=[CH:19][CH:20]=2)[CH2:9]1)=O)(C)(C)C.C(O)(C(F)(F)F)=O. (5) Given the product [C:16]([O:19][C:20](=[O:21])[NH:11][C:8]1[CH:9]=[CH:10][C:5]([C:1]([CH3:4])([CH3:2])[CH3:3])=[C:6]([N+:12]([O-:14])=[O:13])[CH:7]=1)([CH3:18])([CH3:17])[CH3:15], predict the reactants needed to synthesize it. The reactants are: [C:1]([C:5]1[CH:10]=[CH:9][C:8]([NH2:11])=[CH:7][C:6]=1[N+:12]([O-:14])=[O:13])([CH3:4])([CH3:3])[CH3:2].[CH3:15][C:16]([O:19][C:20](O[C:20]([O:19][C:16]([CH3:18])([CH3:17])[CH3:15])=[O:21])=[O:21])([CH3:18])[CH3:17]. (6) Given the product [N:1]1[C:2]2[C:3](=[CH:19][CH:20]=[CH:21][N:16]=2)[CH:4]=[CH:5][CH:6]=1, predict the reactants needed to synthesize it. The reactants are: [N:1]1[CH:6]=[CH:5][CH:4]=[CH:3][C:2]=1[N].C(=O)([O-])[O-].[K+].[K+].IC.[NH:16]1[CH:21]=[CH:20][CH:19]=NC1=O.ClC1C=CC(CNC(C(=COC)C(OC)=O)=O)=CC=1. (7) Given the product [C:1]([O:5][C:6](=[O:28])[CH2:7][N:8]1[C:12]2[CH:13]=[CH:14][C:15]([NH2:17])=[CH:16][C:11]=2[N:10]=[C:9]1[CH2:25][CH2:26][CH3:27])([CH3:4])([CH3:3])[CH3:2], predict the reactants needed to synthesize it. The reactants are: [C:1]([O:5][C:6](=[O:28])[CH2:7][N:8]1[C:12]2[CH:13]=[CH:14][C:15]([NH:17]C(OC(C)(C)C)=O)=[CH:16][C:11]=2[N:10]=[C:9]1[CH2:25][CH2:26][CH3:27])([CH3:4])([CH3:3])[CH3:2].